Dataset: Forward reaction prediction with 1.9M reactions from USPTO patents (1976-2016). Task: Predict the product of the given reaction. The product is: [N:27]1[CH:26]=[CH:25][C:24]([C:10]2[NH:9][C:8]([CH2:7][N:1]3[CH2:6][CH2:5][N:30]([C:36]4[CH:41]=[N:40][CH:39]=[CH:38][N:37]=4)[CH2:31][CH2:2]3)=[N:12][C:11]=2[C:13]2[CH:14]=[C:15]3[C:19](=[CH:20][CH:21]=2)[C:18](=[N:22][OH:23])[CH2:17][CH2:16]3)=[CH:29][CH:28]=1. Given the reactants [N:1]1([CH2:7][C:8]2[NH:9][C:10]([C:24]3[CH:29]=[CH:28][N:27]=[CH:26][CH:25]=3)=[C:11]([C:13]3[CH:14]=[C:15]4[C:19](=[CH:20][CH:21]=3)[C:18](=[N:22][OH:23])[CH2:17][CH2:16]4)[N:12]=2)[CH2:6][CH2:5]CC[CH2:2]1.[N:30]1([C:36]2[CH:41]=[N:40][CH:39]=[CH:38][N:37]=2)CCNC[CH2:31]1, predict the reaction product.